From a dataset of Full USPTO retrosynthesis dataset with 1.9M reactions from patents (1976-2016). Predict the reactants needed to synthesize the given product. (1) Given the product [CH:10]1([C:13]([N:41]2[CH2:43][CH2:8][CH:7]([N:4]3[CH2:1][CH2:3][CH:22]([N:20]4[C@H:21]5[CH2:13][CH2:10][CH2:11][CH2:12][C@@H:18]5[N:17]([CH3:16])[C:19]4=[O:23])[CH2:6][CH2:5]3)[CH2:9][CH2:40]2)=[O:15])[CH2:12][CH2:11]1, predict the reactants needed to synthesize it. The reactants are: [CH:1]([N:4]([CH:7]([CH3:9])[CH3:8])[CH2:5][CH3:6])([CH3:3])C.[CH:10]1([C:13]([OH:15])=O)[CH2:12][CH2:11]1.[CH3:16][N:17]([C:19]([O:23]N1N=NC2C=CC=NC1=2)=[N+:20]([CH3:22])[CH3:21])[CH3:18].F[P-](F)(F)(F)(F)F.[CH3:40][N:41]([CH:43]=O)C. (2) Given the product [I:1][C:2]1[C:7]([O:8][CH2:11][CH2:12][OH:13])=[CH:6][CH:5]=[C:4]([CH3:9])[N:3]=1, predict the reactants needed to synthesize it. The reactants are: [I:1][C:2]1[C:7]([OH:8])=[CH:6][CH:5]=[C:4]([CH3:9])[N:3]=1.Br[CH2:11][CH2:12][OH:13].